This data is from Full USPTO retrosynthesis dataset with 1.9M reactions from patents (1976-2016). The task is: Predict the reactants needed to synthesize the given product. (1) Given the product [F:30][C:22]1[CH:23]=[C:24]([C:2]2[CH:7]=[C:6]([N:8]3[CH2:12][CH2:11][CH2:10][C@H:9]3[C:13]([F:16])([F:15])[F:14])[N:5]=[C:4]([NH:17][CH3:18])[N:3]=2)[CH:25]=[CH:26][C:21]=1[C:19]#[N:20], predict the reactants needed to synthesize it. The reactants are: Cl[C:2]1[CH:7]=[C:6]([N:8]2[CH2:12][CH2:11][CH2:10][C@H:9]2[C:13]([F:16])([F:15])[F:14])[N:5]=[C:4]([NH:17][CH3:18])[N:3]=1.[C:19]([C:21]1[CH:26]=[CH:25][C:24](B(O)O)=[CH:23][C:22]=1[F:30])#[N:20].C([O-])(O)=O.[Na+]. (2) The reactants are: [CH2:1]([O:8][CH2:9][C@H:10]([NH:25][OH:26])[CH2:11][S:12]([CH2:15][C:16]1[CH:24]=[CH:23][C:19]2[S:20][CH:21]=[CH:22][C:18]=2[CH:17]=1)(=[O:14])=[O:13])[C:2]1[CH:7]=[CH:6][CH:5]=[CH:4][CH:3]=1.S1C=CC2C=C(CS(C[C@@H](NCC#N)[CH2:42][O:43]CC3C=CC=CC=3)(=O)=O)C=CC1=2.C1C=C(Cl)C=C(C(OO)=O)C=1.S([O-])([O-])(=O)=S.[Na+].[Na+]. Given the product [CH2:1]([O:8][CH2:9][C@H:10]([N:25]([OH:26])[CH:42]=[O:43])[CH2:11][S:12]([CH2:15][C:16]1[CH:24]=[CH:23][C:19]2[S:20][CH:21]=[CH:22][C:18]=2[CH:17]=1)(=[O:14])=[O:13])[C:2]1[CH:3]=[CH:4][CH:5]=[CH:6][CH:7]=1, predict the reactants needed to synthesize it. (3) Given the product [Cl:3][C:4]1[CH:28]=[CH:27][CH:26]=[CH:25][C:5]=1[CH2:6][O:7][C:8](=[O:24])[NH:9][C:10]1[CH:11]=[N:12][N:13]([CH2:15][C:16]2[N:17]=[C:18]([C:21](=[O:23])[CH3:22])[O:19][CH:20]=2)[CH:14]=1, predict the reactants needed to synthesize it. The reactants are: N#N.[Cl:3][C:4]1[CH:28]=[CH:27][CH:26]=[CH:25][C:5]=1[CH2:6][O:7][C:8](=[O:24])[NH:9][C:10]1[CH:11]=[N:12][N:13]([CH2:15][C:16]2[N:17]=[C:18]([CH:21]([OH:23])[CH3:22])[O:19][CH:20]=2)[CH:14]=1. (4) The reactants are: CC(O)C.[Cl:5][C:6]1[CH:11]=[CH:10][C:9]([C@@H:12]([CH:17]([C:22]([O:24][CH3:25])=[O:23])[C:18](OC)=[O:19])[CH2:13][N+:14]([O-])=O)=[CH:8][CH:7]=1. Given the product [Cl:5][C:6]1[CH:11]=[CH:10][C:9]([C@@H:12]2[CH2:13][NH:14][C:18](=[O:19])[C@H:17]2[C:22]([O:24][CH3:25])=[O:23])=[CH:8][CH:7]=1, predict the reactants needed to synthesize it. (5) Given the product [OH:12][C:6]1[CH:7]=[N:8][C:9]2[C:4]([CH:5]=1)=[CH:3][C:2]([CH2:20][C:19]([O:18][C:14]([CH3:17])([CH3:16])[CH3:15])=[O:22])=[CH:11][CH:10]=2, predict the reactants needed to synthesize it. The reactants are: I[C:2]1[CH:3]=[C:4]2[C:9](=[CH:10][CH:11]=1)[N:8]=[CH:7][C:6]([OH:12])=[CH:5]2.[Cl-].[C:14]([O:18][C:19](=[O:22])[CH2:20][Zn+])([CH3:17])([CH3:16])[CH3:15].